Dataset: Catalyst prediction with 721,799 reactions and 888 catalyst types from USPTO. Task: Predict which catalyst facilitates the given reaction. (1) Reactant: [Cl:1][C:2]1[C:3]([C:23]2[CH:28]=[C:27]([Cl:29])[CH:26]=[CH:25][C:24]=2[C:30]#[N:31])=[CH:4][C:5](=[O:22])[N:6]([CH:8]([CH2:16][C:17]2[O:21][CH:20]=[N:19][CH:18]=2)[C:9]([O:11]C(C)(C)C)=[O:10])[CH:7]=1.C(O)(C(F)(F)F)=O. Product: [Cl:1][C:2]1[C:3]([C:23]2[CH:28]=[C:27]([Cl:29])[CH:26]=[CH:25][C:24]=2[C:30]#[N:31])=[CH:4][C:5](=[O:22])[N:6]([CH:8]([CH2:16][C:17]2[O:21][CH:20]=[N:19][CH:18]=2)[C:9]([OH:11])=[O:10])[CH:7]=1. The catalyst class is: 4. (2) Reactant: C(OC([NH:8][C@H:9]([C:41]1[CH:46]=[CH:45][CH:44]=[CH:43][CH:42]=1)[CH2:10][N:11]1[C:16](=[O:17])[C:15]([C:18]2[CH:23]=[CH:22][CH:21]=[C:20]([O:24][CH3:25])[C:19]=2[F:26])=[C:14]([CH3:27])[N:13]([CH2:28][C:29]2[C:34]([S:35]([CH3:38])(=[O:37])=[O:36])=[CH:33][CH:32]=[CH:31][C:30]=2[F:39])[C:12]1=[O:40])=O)(C)(C)C.FC(F)(F)C(O)=O. Product: [NH2:8][C@H:9]([C:41]1[CH:42]=[CH:43][CH:44]=[CH:45][CH:46]=1)[CH2:10][N:11]1[C:16](=[O:17])[C:15]([C:18]2[CH:23]=[CH:22][CH:21]=[C:20]([O:24][CH3:25])[C:19]=2[F:26])=[C:14]([CH3:27])[N:13]([CH2:28][C:29]2[C:34]([S:35]([CH3:38])(=[O:37])=[O:36])=[CH:33][CH:32]=[CH:31][C:30]=2[F:39])[C:12]1=[O:40]. The catalyst class is: 4. (3) Reactant: C(O[BH-](OC(=O)C)OC(=O)C)(=O)C.[Na+].[I:15][C:16]1[CH:21]=[CH:20][C:19]([O:22][CH:23]2[CH2:28][CH2:27][NH:26][CH2:25][CH2:24]2)=[CH:18][CH:17]=1.[CH3:29][C:30]([CH3:32])=O.[OH-].[Na+]. Product: [I:15][C:16]1[CH:21]=[CH:20][C:19]([O:22][CH:23]2[CH2:28][CH2:27][N:26]([CH:30]([CH3:32])[CH3:29])[CH2:25][CH2:24]2)=[CH:18][CH:17]=1. The catalyst class is: 411. (4) Reactant: [CH:1]1([CH2:4][N:5]2[CH2:10][CH2:9][N:8]([C:11]3[CH:16]=[CH:15][CH:14]=[CH:13][C:12]=3[CH:17]3[CH2:22][C:21]([CH3:24])([CH3:23])[CH2:20][C:19]([CH3:26])([CH3:25])[CH2:18]3)[CH2:7][CH2:6]2)[CH2:3][CH2:2]1.[CH3:27][S:28]([OH:31])(=[O:30])=[O:29]. Product: [CH3:27][S:28]([OH:31])(=[O:30])=[O:29].[CH:1]1([CH2:4][N:5]2[CH2:6][CH2:7][N:8]([C:11]3[CH:16]=[CH:15][CH:14]=[CH:13][C:12]=3[CH:17]3[CH2:18][C:19]([CH3:26])([CH3:25])[CH2:20][C:21]([CH3:24])([CH3:23])[CH2:22]3)[CH2:9][CH2:10]2)[CH2:3][CH2:2]1. The catalyst class is: 311. (5) Reactant: [F:1][C:2]1[CH:7]=[CH:6][C:5]([CH:8]([OH:26])[CH2:9][CH2:10][CH2:11][C:12]([N:14]2[CH:18]([C:19]3[CH:24]=[CH:23][CH:22]=[CH:21][CH:20]=3)[CH2:17][O:16][C:15]2=[O:25])=[O:13])=[CH:4][CH:3]=1.[F:27][C:28]1[CH:33]=[CH:32][C:31]([N:34]=[CH:35][C:36]2[CH:43]=[CH:42][C:39]([C:40]#[N:41])=[CH:38][CH:37]=2)=[CH:30][CH:29]=1.C(N(C(C)C)CC)(C)C.C[Si](Cl)(C)C.C(O)(=O)C(C(C(O)=O)O)O.C(=O)(O)[O-].[Na+]. Product: [F:1][C:2]1[CH:7]=[CH:6][C:5]([CH:8]([OH:26])[CH2:9][CH2:10][CH:11]([C:12]([N:14]2[CH:18]([C:19]3[CH:20]=[CH:21][CH:22]=[CH:23][CH:24]=3)[CH2:17][O:16][C:15]2=[O:25])=[O:13])[CH:35]([C:36]2[CH:43]=[CH:42][C:39]([C:40]#[N:41])=[CH:38][CH:37]=2)[NH:34][C:31]2[CH:30]=[CH:29][C:28]([F:27])=[CH:33][CH:32]=2)=[CH:4][CH:3]=1. The catalyst class is: 528. (6) Reactant: C1C(=O)N([Br:8])C(=O)C1.[CH3:9][C:10]([Si:13]([CH3:33])([CH3:32])[O:14][CH2:15][CH2:16][O:17][C:18]1[CH:19]=[C:20]2[C:24](=[CH:25][CH:26]=1)[NH:23][C:22]([C:27]([O:29][CH2:30][CH3:31])=[O:28])=[CH:21]2)([CH3:12])[CH3:11]. Product: [Br:8][C:21]1[C:20]2[C:24](=[CH:25][CH:26]=[C:18]([O:17][CH2:16][CH2:15][O:14][Si:13]([C:10]([CH3:11])([CH3:9])[CH3:12])([CH3:33])[CH3:32])[CH:19]=2)[NH:23][C:22]=1[C:27]([O:29][CH2:30][CH3:31])=[O:28]. The catalyst class is: 3. (7) The catalyst class is: 65. Product: [NH2:1][C:2]1[C:7]([N+:9]([O-:11])=[O:10])=[CH:6][CH:5]=[C:4]([CH3:8])[N:3]=1. Reactant: [NH2:1][C:2]1[CH:7]=[CH:6][CH:5]=[C:4]([CH3:8])[N:3]=1.[N+:9]([O-])([OH:11])=[O:10].